Dataset: Full USPTO retrosynthesis dataset with 1.9M reactions from patents (1976-2016). Task: Predict the reactants needed to synthesize the given product. (1) Given the product [F:1][C:2]1[CH:3]=[C:4]2[CH:10]=[CH:9][N:8]([S:18]([C:15]3[CH:16]=[CH:17][C:12]([CH3:11])=[CH:13][CH:14]=3)(=[O:20])=[O:19])[C:5]2=[N:6][CH:7]=1, predict the reactants needed to synthesize it. The reactants are: [F:1][C:2]1[CH:3]=[C:4]2[CH:10]=[CH:9][NH:8][C:5]2=[N:6][CH:7]=1.[CH3:11][C:12]1[CH:17]=[CH:16][C:15]([S:18](Cl)(=[O:20])=[O:19])=[CH:14][CH:13]=1.[OH-].[Na+]. (2) Given the product [C:38]([SiH2:37][O:36][C:35]([CH3:43])([CH3:42])[C@@H:31]1[CH2:32][CH2:33][CH2:34][N:30]1[CH2:29][C:27]1[CH:28]=[C:23]([C:8]2[CH:7]=[C:6]3[C:11](=[CH:10][CH:9]=2)[N:2]([CH3:1])[C:3](=[O:21])[CH2:4][CH2:5]3)[CH:24]=[N:25][CH:26]=1)([CH3:41])([CH3:39])[CH3:40], predict the reactants needed to synthesize it. The reactants are: [CH3:1][N:2]1[C:11]2[C:6](=[CH:7][C:8](B3OC(C)(C)C(C)(C)O3)=[CH:9][CH:10]=2)[CH2:5][CH2:4][C:3]1=[O:21].Br[C:23]1[CH:24]=[N:25][CH:26]=[C:27]([CH2:29][N:30]2[CH2:34][CH2:33][CH2:32][C@H:31]2[C:35]([CH3:43])([CH3:42])[O:36][SiH2:37][C:38]([CH3:41])([CH3:40])[CH3:39])[CH:28]=1.